This data is from Peptide-MHC class I binding affinity with 185,985 pairs from IEDB/IMGT. The task is: Regression. Given a peptide amino acid sequence and an MHC pseudo amino acid sequence, predict their binding affinity value. This is MHC class I binding data. The peptide sequence is LVRGNSPVF. The MHC is HLA-B48:01 with pseudo-sequence HLA-B48:01. The binding affinity (normalized) is 0.0847.